This data is from Forward reaction prediction with 1.9M reactions from USPTO patents (1976-2016). The task is: Predict the product of the given reaction. (1) Given the reactants C(Cl)(=O)C(Cl)=O.CS(C)=O.[Cl:11][C:12]1[C:13]([Cl:26])=[N:14][CH:15]=[C:16]([CH:25]=1)[C:17]([NH:19][CH2:20][CH:21]([OH:24])[CH2:22][CH3:23])=[O:18], predict the reaction product. The product is: [Cl:11][C:12]1[C:13]([Cl:26])=[N:14][CH:15]=[C:16]([CH:25]=1)[C:17]([NH:19][CH2:20][C:21](=[O:24])[CH2:22][CH3:23])=[O:18]. (2) Given the reactants C(N1CCC(=O)CC1)C1C=CC=CC=1.C(N)CC.FC1C=C[C:23]([N:26]2[C:30]3([CH2:35][CH2:34][NH:33][CH2:32][CH2:31]3)[C:29](=[O:36])[NH:28][CH2:27]2)=[CH:22][CH:21]=1, predict the reaction product. The product is: [CH2:23]([N:26]1[C:30]2([CH2:35][CH2:34][NH:33][CH2:32][CH2:31]2)[C:29](=[O:36])[NH:28][CH2:27]1)[CH2:22][CH3:21]. (3) Given the reactants C(Cl)(=O)C(Cl)=O.[CH3:7][O:8][C:9]1[CH:26]=[CH:25][C:12]([CH2:13][N:14]2[C:18]([CH2:19][O:20][CH3:21])=[C:17]([C:22]([OH:24])=O)[CH:16]=[N:15]2)=[CH:11][CH:10]=1.[CH3:27][O:28][C:29]1[CH:46]=[CH:45][C:32]([CH2:33][N:34]2[CH:38]=[C:37]([C:39]([OH:41])=O)[C:36]([CH2:42][O:43][CH3:44])=[N:35]2)=[CH:31][CH:30]=1.Cl.[CH3:48][NH:49][O:50][CH3:51].CCN(CC)CC, predict the reaction product. The product is: [CH3:51][O:50][N:49]([CH3:48])[C:22]([C:17]1[CH:16]=[N:15][N:14]([CH2:13][C:12]2[CH:11]=[CH:10][C:9]([O:8][CH3:7])=[CH:26][CH:25]=2)[C:18]=1[CH2:19][O:20][CH3:21])=[O:24].[CH3:51][O:50][N:49]([CH3:48])[C:39]([C:37]1[C:36]([CH2:42][O:43][CH3:44])=[N:35][N:34]([CH2:33][C:32]2[CH:31]=[CH:30][C:29]([O:28][CH3:27])=[CH:46][CH:45]=2)[CH:38]=1)=[O:41]. (4) Given the reactants [CH3:1][NH2:2].O=[C:4]1[CH2:9][CH2:8][CH:7]([C:10]#[N:11])[CH2:6][CH2:5]1, predict the reaction product. The product is: [CH3:1][NH:2][CH:4]1[CH2:9][CH2:8][CH:7]([C:10]#[N:11])[CH2:6][CH2:5]1. (5) Given the reactants [NH2:1][C:2]1[CH:7]=[CH:6][CH:5]=[CH:4][CH:3]=1.[CH3:8][C:9]([CH3:12])([O-])[CH3:10].[Na+].[CH:14]1(P([CH:14]2[CH2:19][CH2:18][CH2:17][CH2:16][CH2:15]2)C2C=CC=CC=2C2C=CC=CC=2N(C)C)[CH2:19][CH2:18][CH2:17][CH2:16][CH2:15]1.C1(C)C=CC=CC=1, predict the reaction product. The product is: [C:9]([C:5]1[CH:6]=[CH:7][C:2]([NH:1][C:14]2[CH:19]=[CH:18][CH:17]=[CH:16][CH:15]=2)=[CH:3][CH:4]=1)([CH3:12])([CH3:10])[CH3:8]. (6) Given the reactants [NH:1]1[CH:5]=[CH:4][N:3]=[C:2]1[C:6]([CH3:12])([CH3:11])[C:7](OC)=[O:8].[BH4-].[Na+], predict the reaction product. The product is: [NH:1]1[CH:5]=[CH:4][N:3]=[C:2]1[C:6]([CH3:12])([CH3:11])[CH2:7][OH:8]. (7) The product is: [Cl:31][C:27]1[N:26]=[C:25]([C:4]2[S:3][CH:2]=[N:6][C:5]=2[C:7]2[CH:8]=[C:9]([NH:13][S:14]([C:17]3[C:18]([F:24])=[CH:19][CH:20]=[CH:21][C:22]=3[F:23])(=[O:16])=[O:15])[CH:10]=[CH:11][CH:12]=2)[CH:30]=[CH:29][N:28]=1. Given the reactants N[C:2]1[S:3][C:4]([C:25]2[CH:30]=[CH:29][N:28]=[C:27]([Cl:31])[N:26]=2)=[C:5]([C:7]2[CH:8]=[C:9]([NH:13][S:14]([C:17]3[C:22]([F:23])=[CH:21][CH:20]=[CH:19][C:18]=3[F:24])(=[O:16])=[O:15])[CH:10]=[CH:11][CH:12]=2)[N:6]=1.C(ON=O)(C)(C)C, predict the reaction product. (8) Given the reactants [F:1][C:2]1[CH:7]=[CH:6][C:5]([N:8]2[C:12](=[O:13])[C:11]([C:14]([O:16][CH2:17][C:18]3[CH:23]=[CH:22][CH:21]=[CH:20][CH:19]=3)=[O:15])=[C:10]([CH3:24])[NH:9]2)=[CH:4][CH:3]=1.F[C:26](F)(F)S(OC)(=O)=O, predict the reaction product. The product is: [CH2:17]([O:16][C:14]([C:11]1[C:12](=[O:13])[N:8]([C:5]2[CH:4]=[CH:3][C:2]([F:1])=[CH:7][CH:6]=2)[N:9]([CH3:26])[C:10]=1[CH3:24])=[O:15])[C:18]1[CH:19]=[CH:20][CH:21]=[CH:22][CH:23]=1.